From a dataset of Catalyst prediction with 721,799 reactions and 888 catalyst types from USPTO. Predict which catalyst facilitates the given reaction. (1) Reactant: [CH3:1][N:2]1[C:10]2[C:9]3([CH3:14])[C:11]([CH3:13])([CH3:12])[CH:6]([CH2:7][CH2:8]3)[C:5]=2[C:4]([CH2:15][OH:16])=[N:3]1. Product: [CH3:1][N:2]1[C:10]2[C:9]3([CH3:14])[C:11]([CH3:13])([CH3:12])[CH:6]([CH2:7][CH2:8]3)[C:5]=2[C:4]([CH:15]=[O:16])=[N:3]1. The catalyst class is: 10. (2) Reactant: [O-:1][CH2:2][CH3:3].[Na+].[Br:5][C:6]1[CH:11]=[CH:10][C:9]([SH:12])=[CH:8][CH:7]=1.C[O:14][C:15]([C@@H:17]1[CH2:21][C@@H:20](OS(C2C=CC(C)=CC=2)(=O)=O)[CH2:19][N:18]1[C:33]([O:35][C:36]([CH3:39])([CH3:38])[CH3:37])=[O:34])=O.[OH-].[Na+]. Product: [CH3:3][CH2:2][O:1][C:15]([C@@H:17]1[CH2:21][C@H:20]([S:12][C:9]2[CH:10]=[CH:11][C:6]([Br:5])=[CH:7][CH:8]=2)[CH2:19][N:18]1[C:33]([O:35][C:36]([CH3:39])([CH3:38])[CH3:37])=[O:34])=[O:14]. The catalyst class is: 14. (3) Reactant: Br[C:2]1[N:3]=[C:4]2[C:10]([C:11]([NH:13][C:14]([CH3:17])([CH3:16])[CH3:15])=[O:12])=[CH:9][N:8]([CH2:18][O:19][CH2:20][CH2:21][Si:22]([CH3:25])([CH3:24])[CH3:23])[C:5]2=[N:6][CH:7]=1.C[Sn](C)C.C[Sn](C)C.Br[C:35]1[N:36]=[CH:37][CH:38]=[C:39]2[CH:43]=[CH:42][N:41]([CH2:44][O:45][CH2:46][CH2:47][Si:48]([CH3:51])([CH3:50])[CH3:49])[C:40]=12. Product: [C:14]([NH:13][C:11]([C:10]1[C:4]2[C:5](=[N:6][CH:7]=[C:2]([C:35]3[N:36]=[CH:37][CH:38]=[C:39]4[CH:43]=[CH:42][N:41]([CH2:44][O:45][CH2:46][CH2:47][Si:48]([CH3:51])([CH3:50])[CH3:49])[C:40]=34)[N:3]=2)[N:8]([CH2:18][O:19][CH2:20][CH2:21][Si:22]([CH3:25])([CH3:24])[CH3:23])[CH:9]=1)=[O:12])([CH3:17])([CH3:16])[CH3:15]. The catalyst class is: 109. (4) Reactant: [C:1]([OH:5])([CH3:4])([CH3:3])[CH3:2].CN(C1C=CC=CN=1)C.[C:15]([O:20][C:21]12[CH2:30][CH:25]3[CH2:26][CH:27]([CH2:29][C:23]([O:31][CH:32]([CH3:36])[C:33]([OH:35])=[O:34])([CH2:24]3)[CH2:22]1)[CH2:28]2)(=[O:19])[C:16]([CH3:18])=[CH2:17].C1(N=C=NC2CCCCC2)CCCCC1. Product: [C:15]([O:20][C:21]12[CH2:30][CH:25]3[CH2:26][CH:27]([CH2:29][C:23]([O:31][CH:32]([CH3:36])[C:33]([O:35][O:5][C:1]([CH3:4])([CH3:3])[CH3:2])=[O:34])([CH2:24]3)[CH2:22]1)[CH2:28]2)(=[O:19])[C:16]([CH3:18])=[CH2:17]. The catalyst class is: 805. (5) Product: [C:17]([O:16][C:14]([NH:13][C@@H:5]([CH2:6][C:7]1[CH:8]=[CH:9][CH:10]=[CH:11][CH:12]=1)[C@@H:4]([OH:21])[CH2:3][OH:2])=[O:15])([CH3:20])([CH3:18])[CH3:19]. The catalyst class is: 8. Reactant: C[O:2][C:3](=O)[C@H:4]([OH:21])[C@@H:5]([NH:13][C:14]([O:16][C:17]([CH3:20])([CH3:19])[CH3:18])=[O:15])[CH2:6][C:7]1[CH:12]=[CH:11][CH:10]=[CH:9][CH:8]=1.[BH4-].[Na+].Cl.O. (6) Reactant: C([O:8][C:9]1[CH:14]=[CH:13][C:12]([C:15]([CH3:18])([CH3:17])[CH3:16])=[CH:11][C:10]=1[C:19]([CH3:23])([CH3:22])[C:20]#[N:21])C1C=CC=CC=1. Product: [C:15]([C:12]1[CH:13]=[CH:14][C:9]([OH:8])=[C:10]([C:19]([CH3:23])([CH3:22])[C:20]#[N:21])[CH:11]=1)([CH3:18])([CH3:16])[CH3:17]. The catalyst class is: 5. (7) Reactant: C[O:2][C:3](=[O:42])[CH:4]([O:12][C:13]1[CH:22]=[CH:21][C:20]2[C:15](=[CH:16][CH:17]=[C:18]([CH2:23][NH:24][C:25]([C:27]3[O:28][C:29]([O:32][C:33]4[CH:38]=[C:37]([Cl:39])[CH:36]=[C:35]([Cl:40])[CH:34]=4)=[CH:30][CH:31]=3)=[O:26])[CH:19]=2)[C:14]=1[Br:41])[CH2:5][C:6]1[CH:11]=[CH:10][CH:9]=[CH:8][CH:7]=1.[OH-].[Na+].O. Product: [Br:41][C:14]1[C:15]2[C:20](=[CH:19][C:18]([CH2:23][NH:24][C:25]([C:27]3[O:28][C:29]([O:32][C:33]4[CH:38]=[C:37]([Cl:39])[CH:36]=[C:35]([Cl:40])[CH:34]=4)=[CH:30][CH:31]=3)=[O:26])=[CH:17][CH:16]=2)[CH:21]=[CH:22][C:13]=1[O:12][CH:4]([CH2:5][C:6]1[CH:7]=[CH:8][CH:9]=[CH:10][CH:11]=1)[C:3]([OH:42])=[O:2]. The catalyst class is: 5. (8) Reactant: Br[C:2]1[CH:3]=[C:4]([Si:13]([CH2:18][CH3:19])([CH2:16][CH3:17])[CH2:14][CH3:15])[C:5]2[O:9][C:8]([F:11])([F:10])[O:7][C:6]=2[CH:12]=1.[C:20](=[O:22])=[O:21].[NH4+].[Cl-]. Product: [F:10][C:8]1([F:11])[O:9][C:5]2[C:4]([Si:13]([CH2:18][CH3:19])([CH2:16][CH3:17])[CH2:14][CH3:15])=[CH:3][C:2]([C:20]([OH:22])=[O:21])=[CH:12][C:6]=2[O:7]1. The catalyst class is: 27.